This data is from Catalyst prediction with 721,799 reactions and 888 catalyst types from USPTO. The task is: Predict which catalyst facilitates the given reaction. (1) Reactant: [F:1][CH:2]([F:26])[O:3][C:4]1[CH:9]=[CH:8][C:7]([C:10](=[O:23])[C:11]([C:13]2[CH:18]=[CH:17][CH:16]=[C:15]([C:19]#[C:20][CH2:21]O)[CH:14]=2)=[O:12])=[CH:6][C:5]=1[CH2:24][CH3:25].CCN(S(F)(F)[F:33])CC. Product: [F:1][CH:2]([F:26])[O:3][C:4]1[CH:9]=[CH:8][C:7]([C:10](=[O:23])[C:11]([C:13]2[CH:18]=[CH:17][CH:16]=[C:15]([C:19]#[C:20][CH2:21][F:33])[CH:14]=2)=[O:12])=[CH:6][C:5]=1[CH2:24][CH3:25]. The catalyst class is: 2. (2) Reactant: [H-].[Na+].CN(C=O)C.[CH2:8]([OH:13])[C:9]([F:12])([F:11])[F:10].Br[C:15]1[CH:20]=[CH:19][C:18]([Br:21])=[CH:17][N:16]=1. The catalyst class is: 6. Product: [Br:21][C:18]1[CH:19]=[CH:20][C:15]([O:13][CH2:8][C:9]([F:12])([F:11])[F:10])=[N:16][CH:17]=1. (3) Reactant: [C:1]1(=[O:11])[NH:5][C:4](=[O:6])[C:3]2=[CH:7][CH:8]=[CH:9][CH:10]=[C:2]12.[K].Br[CH:14]1[C:19](=[O:20])[CH2:18][CH2:17][O:16][CH2:15]1. Product: [O:20]=[C:19]1[CH2:18][CH2:17][O:16][CH2:15][CH:14]1[N:5]1[C:1](=[O:11])[C:2]2[C:3](=[CH:7][CH:8]=[CH:9][CH:10]=2)[C:4]1=[O:6]. The catalyst class is: 213. (4) Reactant: [Cl:1][C:2]1[CH:3]=[C:4]([S:9][C:10]2[N:14]([CH:15]([CH3:17])[CH3:16])[N:13]=[C:12]([CH3:18])[C:11]=2[C:19]([C:21]2[CH:26]=[CH:25][CH:24]=[CH:23][CH:22]=2)=[O:20])[CH:5]=[C:6]([Cl:8])[CH:7]=1.[BH4-].[Na+].O. Product: [Cl:8][C:6]1[CH:5]=[C:4]([S:9][C:10]2[N:14]([CH:15]([CH3:17])[CH3:16])[N:13]=[C:12]([CH3:18])[C:11]=2[CH:19]([C:21]2[CH:26]=[CH:25][CH:24]=[CH:23][CH:22]=2)[OH:20])[CH:3]=[C:2]([Cl:1])[CH:7]=1. The catalyst class is: 5. (5) Reactant: C(OC([N:8]1[CH2:15][CH2:14][CH2:13][CH2:12][N:11]([S:16]([C:19]2[C:20]3[C:21]([Cl:29])=[CH:22][N:23]=[CH:24][C:25]=3[CH:26]=[CH:27][CH:28]=2)(=[O:18])=[O:17])[C@@H:10]([CH3:30])[CH2:9]1)=O)(C)(C)C.O1CCOCC1.[ClH:37]. Product: [ClH:29].[ClH:37].[Cl:29][C:21]1[C:20]2[C:19]([S:16]([N:11]3[CH2:12][CH2:13][CH2:14][CH2:15][NH:8][CH2:9][C@@H:10]3[CH3:30])(=[O:17])=[O:18])=[CH:28][CH:27]=[CH:26][C:25]=2[CH:24]=[N:23][CH:22]=1. The catalyst class is: 22. (6) Reactant: [C:1]1([N:7]2[C:12](=O)C3SC=C(C4C=CC=CC=4)C=3N=C2)[CH:6]=[CH:5][CH:4]=[CH:3][CH:2]=1.[NH2:23][C:24]1[C:28]([C:29]2[CH:34]=[CH:33][C:32]([F:35])=[CH:31][CH:30]=2)=[CH:27][S:26][C:25]=1[C:36]([O:38]C)=O.C(OCC)(OCC)OCC.[Cl:50]C1C=CC(N)=CC=1. Product: [Cl:50][C:4]1[CH:5]=[CH:6][C:1]([N:7]2[C:36](=[O:38])[C:25]3[S:26][CH:27]=[C:28]([C:29]4[CH:30]=[CH:31][C:32]([F:35])=[CH:33][CH:34]=4)[C:24]=3[N:23]=[CH:12]2)=[CH:2][CH:3]=1. The catalyst class is: 15. (7) Reactant: C([O:5][C:6](=[O:37])[CH2:7][O:8][C:9]1[CH:14]=[CH:13][C:12]([CH2:15][N:16]2[N:20]=[N:19][C:18]([C:21]3[CH:26]=[CH:25][CH:24]=[C:23]([C:27]#[C:28][CH2:29][C:30]4[CH:35]=[CH:34][C:33]([F:36])=[CH:32][CH:31]=4)[CH:22]=3)=[N:17]2)=[CH:11][CH:10]=1)(C)(C)C. Product: [F:36][C:33]1[CH:34]=[CH:35][C:30]([CH2:29][C:28]#[C:27][C:23]2[CH:22]=[C:21]([C:18]3[N:19]=[N:20][N:16]([CH2:15][C:12]4[CH:11]=[CH:10][C:9]([O:8][CH2:7][C:6]([OH:37])=[O:5])=[CH:14][CH:13]=4)[N:17]=3)[CH:26]=[CH:25][CH:24]=2)=[CH:31][CH:32]=1. The catalyst class is: 55.